This data is from KCNQ2 potassium channel screen with 302,405 compounds. The task is: Binary Classification. Given a drug SMILES string, predict its activity (active/inactive) in a high-throughput screening assay against a specified biological target. The drug is Clc1ccc(C2NC(=S)NC(=C2C(OCC)=O)c2ccccc2)cc1. The result is 0 (inactive).